Predict which catalyst facilitates the given reaction. From a dataset of Catalyst prediction with 721,799 reactions and 888 catalyst types from USPTO. (1) The catalyst class is: 7. Product: [CH3:3][CH:2]([CH3:4])[CH2:1][NH:5][C:9](=[O:10])[CH2:8][C:7](=[O:11])[CH3:6]. Reactant: [CH2:1]([NH2:5])[CH:2]([CH3:4])[CH3:3].[CH2:6]=[C:7]1[O:11][C:9](=[O:10])[CH2:8]1. (2) The catalyst class is: 18. Product: [CH3:37][N:35]([CH3:36])[C:34]([C:33]1[C:32]2[O:17][C:6]3[C:5]([CH:24]=[O:25])=[C:4]([OH:26])[CH:3]=[C:2]([CH3:1])[C:7]=3[C:8](=[O:9])[O:10][C:11]=2[C:12]([CH3:23])=[C:13]([O:21][CH3:22])[CH:14]=1)=[O:47]. Reactant: [CH3:1][C:2]1[C:7]2[C:8]([O:10][C:11]3[C:12]([CH3:23])=[C:13]([O:21][CH3:22])[CH:14]=C(C(O)=O)C=3[O:17][C:6]=2[C:5]([CH:24]=[O:25])=[C:4]([OH:26])[CH:3]=1)=[O:9].CCN=C=N[CH2:32][CH2:33][CH2:34][N:35]([CH3:37])[CH3:36].C1C=CC2N([OH:47])N=NC=2C=1.Cl.CNC.C(N(CC)CC)C. (3) Reactant: [Cl:1][C:2]1[N:10]([CH2:11][CH:12]=[CH2:13])[C:9]2[C:8](=[O:14])[NH:7][C:6](=[O:15])[NH:5][C:4]=2[N:3]=1.I[CH2:17][CH3:18].C([O-])([O-])=O.[Na+].[Na+]. Product: [Cl:1][C:2]1[N:10]([CH2:11][CH:12]=[CH2:13])[C:9]2[C:8](=[O:14])[NH:7][C:6](=[O:15])[N:5]([CH2:17][CH3:18])[C:4]=2[N:3]=1. The catalyst class is: 3. (4) The catalyst class is: 11. Product: [CH2:1]([NH:21][C:20]1[CH:22]=[CH:23][C:17]([CH2:9][CH2:10][CH2:11][CH2:12][CH2:13][CH2:14][CH2:15][CH3:16])=[CH:18][CH:19]=1)[C:2]1[CH:7]=[CH:6][CH:5]=[CH:4][CH:3]=1. Reactant: [CH:1](=O)[C:2]1[CH:7]=[CH:6][CH:5]=[CH:4][CH:3]=1.[CH2:9]([C:17]1[CH:23]=[CH:22][C:20]([NH2:21])=[CH:19][CH:18]=1)[CH2:10][CH2:11][CH2:12][CH2:13][CH2:14][CH2:15][CH3:16]. (5) Reactant: Br[C:2]1[C:10]2[N:9]=[C:8]3[N:11]([C:15]4[CH:20]=[CH:19][C:18]([O:21][CH3:22])=[CH:17][C:16]=4[CH3:23])[CH2:12][CH2:13][CH2:14][N:7]3[C:6]=2[C:5]([CH:24]([OH:29])[C:25]([F:28])([F:27])[F:26])=[CH:4][CH:3]=1.[CH3:30][O-:31].[Na+]. Product: [F:28][C:25]([F:26])([F:27])[CH:24]([C:5]1[C:6]2[N:7]3[CH2:14][CH2:13][CH2:12][N:11]([C:15]4[CH:20]=[CH:19][C:18]([O:21][CH3:22])=[CH:17][C:16]=4[CH3:23])[C:8]3=[N:9][C:10]=2[C:2]([O:31][CH3:30])=[CH:3][CH:4]=1)[OH:29]. The catalyst class is: 590.